From a dataset of Full USPTO retrosynthesis dataset with 1.9M reactions from patents (1976-2016). Predict the reactants needed to synthesize the given product. The reactants are: [O:1]=[C:2]1[CH2:5][CH:4]([C:6]([O:8][CH2:9][C:10]2[CH:15]=[CH:14][CH:13]=[CH:12][CH:11]=2)=[O:7])[CH2:3]1.[CH3:16][Mg]Br. Given the product [OH:1][C:2]1([CH3:16])[CH2:5][CH:4]([C:6]([O:8][CH2:9][C:10]2[CH:11]=[CH:12][CH:13]=[CH:14][CH:15]=2)=[O:7])[CH2:3]1, predict the reactants needed to synthesize it.